The task is: Regression. Given a peptide amino acid sequence and an MHC pseudo amino acid sequence, predict their binding affinity value. This is MHC class I binding data.. This data is from Peptide-MHC class I binding affinity with 185,985 pairs from IEDB/IMGT. (1) The peptide sequence is TTLPVNVAF. The MHC is HLA-A02:06 with pseudo-sequence HLA-A02:06. The binding affinity (normalized) is 1.00. (2) The peptide sequence is LFHGGEPIK. The MHC is HLA-A03:01 with pseudo-sequence HLA-A03:01. The binding affinity (normalized) is 0.392. (3) The peptide sequence is GFRSGVPPK. The MHC is HLA-B15:01 with pseudo-sequence HLA-B15:01. The binding affinity (normalized) is 0.